Task: Predict which catalyst facilitates the given reaction.. Dataset: Catalyst prediction with 721,799 reactions and 888 catalyst types from USPTO (1) Reactant: Br[C:2]1[CH:3]=[CH:4][C:5]2[O:9][C:8]([C:10]([O:12]CC)=O)=[C:7]([NH:15][C:16]([C:18]3[CH:19]=[N:20][O:21][C:22]=3[CH3:23])=[O:17])[C:6]=2[CH:24]=1.[CH2:25](N(CC)CC)C. Product: [C:10]([C:8]1[O:9][C:5]2[CH:4]=[CH:3][CH:2]=[CH:24][C:6]=2[C:7]=1[NH:15][C:16](=[O:17])/[C:18](/[C:19]#[N:20])=[C:22](\[OH:21])/[CH3:23])(=[O:12])[CH3:25]. The catalyst class is: 6. (2) Reactant: [F:1][C:2]1[CH:7]=[CH:6][C:5]([S:8]([NH:11][C:12]2[C:21]([C:22]([O:24][CH3:25])=[O:23])=[C:20]3[C:15]([C@H:16]4[CH2:26][C@H:17]4[CH2:18][O:19]3)=[CH:14][CH:13]=2)(=[O:10])=[O:9])=[C:4]([CH2:27][C@@H:28]2[CH2:32][CH2:31][N:30](C(=O)C(F)(F)F)[CH2:29]2)[CH:3]=1.C(=O)([O-])[O-].[K+].[K+]. Product: [F:1][C:2]1[CH:7]=[CH:6][C:5]([S:8]([NH:11][C:12]2[C:21]([C:22]([O:24][CH3:25])=[O:23])=[C:20]3[C:15]([C@H:16]4[CH2:26][C@H:17]4[CH2:18][O:19]3)=[CH:14][CH:13]=2)(=[O:10])=[O:9])=[C:4]([CH2:27][C@@H:28]2[CH2:32][CH2:31][NH:30][CH2:29]2)[CH:3]=1. The catalyst class is: 5. (3) Product: [C:1]([O:5][C:6]([N:8]1[CH2:13][CH2:12][N:11]([C:14]2[C:15]3[CH:25]=[C:24]([CH2:26][CH3:27])[S:23][C:16]=3[N:17]=[C:18]([C:20](=[O:21])[NH2:30])[N:19]=2)[CH2:10][CH2:9]1)=[O:7])([CH3:2])([CH3:4])[CH3:3]. The catalyst class is: 7. Reactant: [C:1]([O:5][C:6]([N:8]1[CH2:13][CH2:12][N:11]([C:14]2[C:15]3[CH:25]=[C:24]([CH2:26][CH3:27])[S:23][C:16]=3[N:17]=[C:18]([C:20](O)=[O:21])[N:19]=2)[CH2:10][CH2:9]1)=[O:7])([CH3:4])([CH3:3])[CH3:2].C(N1C=CN=C1)([N:30]1C=CN=C1)=O.N. (4) Product: [Cl:24][C:25]1[CH:30]=[CH:29][CH:28]=[CH:27][C:26]=1[NH:31][C:32](=[S:33])[NH:15][NH:14][C:12](=[O:13])[C:11]1[CH:16]=[CH:17][CH:18]=[C:9]([NH:8][C:6](=[O:7])[C:5]2[CH:19]=[CH:20][CH:21]=[C:3]([C:2]([F:22])([F:23])[F:1])[CH:4]=2)[CH:10]=1. The catalyst class is: 7. Reactant: [F:1][C:2]([F:23])([F:22])[C:3]1[CH:4]=[C:5]([CH:19]=[CH:20][CH:21]=1)[C:6]([NH:8][C:9]1[CH:10]=[C:11]([CH:16]=[CH:17][CH:18]=1)[C:12]([NH:14][NH2:15])=[O:13])=[O:7].[Cl:24][C:25]1[CH:30]=[CH:29][CH:28]=[CH:27][C:26]=1[N:31]=[C:32]=[S:33]. (5) Reactant: [H-].[Na+].Cl[C:4]1[CH:9]=[CH:8][C:7]([N+:10]([O-:12])=[O:11])=[CH:6][N:5]=1.[OH:13][C:14]1[CH:23]=[CH:22][C:17]([C:18]([O:20][CH3:21])=[O:19])=[CH:16][CH:15]=1.C(O)(=O)CC(CC(O)=O)(C(O)=O)O. Product: [N+:10]([C:7]1[CH:8]=[CH:9][C:4]([O:13][C:14]2[CH:15]=[CH:16][C:17]([C:18]([O:20][CH3:21])=[O:19])=[CH:22][CH:23]=2)=[N:5][CH:6]=1)([O-:12])=[O:11]. The catalyst class is: 1. (6) Reactant: [OH:1][C:2]1[CH:7]=[CH:6][C:5]([C:8](=[O:10])[CH3:9])=[CH:4][CH:3]=1.C(=O)([O-])[O-].[K+].[K+].[CH2:17](Br)[C:18]1[CH:23]=[CH:22][CH:21]=[CH:20][CH:19]=1. Product: [CH2:17]([O:1][C:2]1[CH:7]=[CH:6][C:5]([C:8](=[O:10])[CH3:9])=[CH:4][CH:3]=1)[C:18]1[CH:23]=[CH:22][CH:21]=[CH:20][CH:19]=1. The catalyst class is: 21. (7) Reactant: [O:1]1[CH:5]=[CH:4][CH:3]=[C:2]1[C:6]1[N:7]=[C:8]([NH:17][C:18]([C:20]2[CH:25]=[CH:24][N:23]=[CH:22][CH:21]=2)=[O:19])[S:9][C:10]=1[C:11](=[O:16])N(OC)C.[CH2:26]([Mg]Br)[CH2:27][CH3:28].[Cl-].[NH4+]. Product: [C:11]([C:10]1[S:9][C:8]([NH:17][C:18]([C:20]2[CH:21]=[CH:22][N:23]=[CH:24][CH:25]=2)=[O:19])=[N:7][C:6]=1[C:2]1[O:1][CH:5]=[CH:4][CH:3]=1)(=[O:16])[CH2:26][CH2:27][CH3:28]. The catalyst class is: 1. (8) Reactant: [NH2:1][C:2]1[C:3]([NH:12][CH2:13][CH:14]([O:17][CH3:18])[O:15][CH3:16])=[C:4]([CH:9]=[CH:10][CH:11]=1)[C:5]([O:7][CH3:8])=[O:6].[C:19](OC)(OC)(OC)[CH3:20]. Product: [CH3:16][O:15][CH:14]([O:17][CH3:18])[CH2:13][N:12]1[C:3]2[C:4]([C:5]([O:7][CH3:8])=[O:6])=[CH:9][CH:10]=[CH:11][C:2]=2[N:1]=[C:19]1[CH3:20]. The catalyst class is: 3.